This data is from Forward reaction prediction with 1.9M reactions from USPTO patents (1976-2016). The task is: Predict the product of the given reaction. (1) Given the reactants CO[C:3](=[O:16])[CH2:4][CH2:5][C:6]1[CH:11]=[CH:10][C:9]([C:12]([F:15])([F:14])[F:13])=[CH:8][CH:7]=1.[CH3:17][O:18][C:19]1[CH:20]=[C:21]([CH2:27][CH2:28][NH2:29])[CH:22]=[CH:23][C:24]=1[O:25][CH3:26].C[O-].[Na+].CO, predict the reaction product. The product is: [CH3:17][O:18][C:19]1[CH:20]=[C:21]([CH2:27][CH2:28][NH:29][C:3](=[O:16])[CH2:4][CH2:5][C:6]2[CH:7]=[CH:8][C:9]([C:12]([F:13])([F:14])[F:15])=[CH:10][CH:11]=2)[CH:22]=[CH:23][C:24]=1[O:25][CH3:26]. (2) Given the reactants [Cl:1][C:2]1[CH:11]=[C:10]2[C:5]([C:6]([OH:19])=[C:7]([C:13]3[O:17][N:16]=[C:15]([CH3:18])[CH:14]=3)[C:8](=[O:12])[NH:9]2)=[CH:4][C:3]=1[C:20]1[CH:25]=[CH:24][C:23]([N:26]([CH3:28])[CH3:27])=[CH:22][CH:21]=1.[OH-].[OH:30][CH2:31][CH2:32][N+:33]([CH3:36])([CH3:35])[CH3:34].O, predict the reaction product. The product is: [OH:30][CH2:31][CH2:32][N+:33]([CH3:36])([CH3:35])[CH3:34].[Cl:1][C:2]1[CH:11]=[C:10]2[C:5]([C:6]([O-:19])=[C:7]([C:13]3[O:17][N:16]=[C:15]([CH3:18])[CH:14]=3)[C:8](=[O:12])[NH:9]2)=[CH:4][C:3]=1[C:20]1[CH:25]=[CH:24][C:23]([N:26]([CH3:27])[CH3:28])=[CH:22][CH:21]=1. (3) Given the reactants [CH3:1][O:2][C:3]([C:5]1[N:6]=[C:7]([Cl:39])[C:8]([N:12]2[CH2:17][CH2:16][N:15]([C:18]3[CH:23]=[C:22]([C:24]4[CH:29]=[CH:28][C:27]([F:30])=[CH:26][CH:25]=4)[N:21]=[C:20]([N:31]4[CH2:36][CH2:35][O:34][CH2:33][C@H:32]4[CH3:37])[N:19]=3)[CH:14]([CH3:38])[CH2:13]2)=[N:9][C:10]=1N)=[O:4].[Br:40]Br.N([O-])=O.[Na+], predict the reaction product. The product is: [CH3:1][O:2][C:3]([C:5]1[N:6]=[C:7]([Cl:39])[C:8]([N:12]2[CH2:17][CH2:16][N:15]([C:18]3[CH:23]=[C:22]([C:24]4[CH:29]=[CH:28][C:27]([F:30])=[CH:26][CH:25]=4)[N:21]=[C:20]([N:31]4[CH2:36][CH2:35][O:34][CH2:33][C@H:32]4[CH3:37])[N:19]=3)[CH:14]([CH3:38])[CH2:13]2)=[N:9][C:10]=1[Br:40])=[O:4]. (4) Given the reactants C(Cl)(=O)C(Cl)=O.CS(C)=O.[F:11][C:12]([F:22])([F:21])[C@H:13]1[CH2:18][CH2:17][C@H:16]([CH2:19][OH:20])[CH2:15][CH2:14]1.C(N(CC)CC)C, predict the reaction product. The product is: [F:11][C:12]([F:21])([F:22])[C@H:13]1[CH2:14][CH2:15][C@H:16]([CH:19]=[O:20])[CH2:17][CH2:18]1. (5) Given the reactants C1(P(C2C=CC=CC=2)C2C=CC=CC=2)C=CC=CC=1.[F:20][C:21]1[CH:28]=[CH:27][CH:26]=[CH:25][C:22]=1[CH2:23]Br.[CH:29]([C:31]1[CH:32]=[C:33]([CH:39]=[CH:40][C:41]=1[O:42][CH3:43])[C:34]([O:36][CH2:37][CH3:38])=[O:35])=O.C[O-].[Na+], predict the reaction product. The product is: [F:20][C:21]1[CH:28]=[CH:27][CH:26]=[CH:25][C:22]=1[CH:23]=[CH:29][C:31]1[CH:32]=[C:33]([CH:39]=[CH:40][C:41]=1[O:42][CH3:43])[C:34]([O:36][CH2:37][CH3:38])=[O:35].